Dataset: Blood-brain barrier permeability classification from the B3DB database. Task: Regression/Classification. Given a drug SMILES string, predict its absorption, distribution, metabolism, or excretion properties. Task type varies by dataset: regression for continuous measurements (e.g., permeability, clearance, half-life) or binary classification for categorical outcomes (e.g., BBB penetration, CYP inhibition). Dataset: b3db_classification. (1) The drug is Cc1ccc(S(=O)(=O)[C@H]2[C@H](C=O)[C@@H]2c2ccccc2)cc1. The result is 0 (does not penetrate BBB). (2) The compound is O=C(CN1CCC(c2ccc(F)cc2)C(COc2ccc3c(c2)OCO3)C1)c1ccc(F)cc1. The result is 1 (penetrates BBB).